Dataset: Reaction yield outcomes from USPTO patents with 853,638 reactions. Task: Predict the reaction yield, written as a fraction of the theoretical maximum amount of product (1.0 means a 100% yield; for example, 0.34 means a 34% yield). The reactants are [O:1]1[C:6]2[CH:7]=[CH:8][CH:9]=[C:10]([CH2:11][OH:12])[C:5]=2[O:4][CH2:3][CH2:2]1. The catalyst is C1COCC1.[O-2].[Mn+4].[O-2].O=[Mn]=O. The product is [O:1]1[C:6]2[CH:7]=[CH:8][CH:9]=[C:10]([CH:11]=[O:12])[C:5]=2[O:4][CH2:3][CH2:2]1. The yield is 0.880.